This data is from Full USPTO retrosynthesis dataset with 1.9M reactions from patents (1976-2016). The task is: Predict the reactants needed to synthesize the given product. (1) Given the product [CH3:49][C:46]1([CH3:47])[O:38][C@H:39]([CH2:40][N:11]2[C:10]([C:6]3[CH:7]=[CH:8][CH:9]=[C:4]([F:3])[CH:5]=3)=[C:18]3[C:13]([N:14]([CH3:22])[C:15](=[O:21])[N:16]([CH3:20])[C:17]3=[O:19])=[CH:12]2)[CH2:44][O:45]1, predict the reactants needed to synthesize it. The reactants are: [H-].[Na+].[F:3][C:4]1[CH:5]=[C:6]([C:10]2[NH:11][CH:12]=[C:13]3[C:18]=2[C:17](=[O:19])[N:16]([CH3:20])[C:15](=[O:21])[N:14]3[CH3:22])[CH:7]=[CH:8][CH:9]=1.C1O[CH2:47][CH2:46][O:45][C:44]2[C:39](=[CH:40]C=CC=2)[O:38]CCO[CH2:47][CH2:46][O:45][C:44]2[C:39](=[CH:40]C=CC=2)[O:38]C1.[CH3:49]N(C=O)C. (2) Given the product [CH3:1][S:2]([C:5]1[CH:6]=[C:7]2[CH:13]=[C:12]([C:14]3[CH:19]=[CH:18][CH:17]=[CH:16][N:15]=3)[N:11]([CH2:25][C:24]3[CH:27]=[CH:28][C:21]([F:20])=[CH:22][CH:23]=3)[C:8]2=[N:9][CH:10]=1)(=[O:4])=[O:3], predict the reactants needed to synthesize it. The reactants are: [CH3:1][S:2]([C:5]1[CH:6]=[C:7]2[CH:13]=[C:12]([C:14]3[CH:19]=[CH:18][CH:17]=[CH:16][N:15]=3)[NH:11][C:8]2=[N:9][CH:10]=1)(=[O:4])=[O:3].[F:20][C:21]1[CH:28]=[CH:27][C:24]([CH2:25]Br)=[CH:23][CH:22]=1.C(=O)([O-])O.[Na+]. (3) Given the product [C:15]([NH:12][C:13]([C:6]1[NH:7][C:8]2[C:4]([C:5]=1[CH3:11])=[CH:3][C:2]([Cl:1])=[CH:10][CH:9]=2)=[O:14])([CH3:18])([CH3:17])[CH3:16], predict the reactants needed to synthesize it. The reactants are: [Cl:1][C:2]1[CH:3]=[C:4]2[C:8](=[CH:9][CH:10]=1)[NH:7][CH:6]=[C:5]2[CH3:11].[N:12]([C:15]([CH3:18])([CH3:17])[CH3:16])=[C:13]=[O:14].B(F)(F)F.CCOCC.C(=O)(O)[O-].[Na+]. (4) Given the product [Br:9][C:4]1[C:5]([NH2:8])=[CH:6][N:7]=[C:2]([Cl:1])[N:3]=1, predict the reactants needed to synthesize it. The reactants are: [Cl:1][C:2]1[N:7]=[CH:6][C:5]([NH2:8])=[CH:4][N:3]=1.[Br:9]Br.